From a dataset of Forward reaction prediction with 1.9M reactions from USPTO patents (1976-2016). Predict the product of the given reaction. (1) Given the reactants [F:1][C:2]([F:14])([F:13])[C:3]1[CH:8]=[CH:7][N:6]=[CH:5][C:4]=1[S:9](Cl)(=[O:11])=[O:10].[CH2:15]([NH2:18])[C:16]#[CH:17], predict the reaction product. The product is: [CH2:15]([NH:18][S:9]([C:4]1[CH:5]=[N:6][CH:7]=[CH:8][C:3]=1[C:2]([F:14])([F:13])[F:1])(=[O:11])=[O:10])[C:16]#[CH:17]. (2) The product is: [CH2:27]([O:26][CH2:25][C:20]1[N:21]([CH2:22][CH2:23][CH3:24])[C:12]2[C:11]3[CH:10]=[C:9]([OH:8])[CH:18]=[CH:17][C:16]=3[N:15]=[CH:14][C:13]=2[N:19]=1)[CH3:28]. Given the reactants C([O:8][C:9]1[CH:18]=[CH:17][C:16]2[N:15]=[CH:14][C:13]3[N:19]=[C:20]([CH2:25][O:26][CH2:27][CH3:28])[N:21]([CH2:22][CH2:23][CH3:24])[C:12]=3[C:11]=2[CH:10]=1)C1C=CC=CC=1, predict the reaction product.